Dataset: Forward reaction prediction with 1.9M reactions from USPTO patents (1976-2016). Task: Predict the product of the given reaction. (1) Given the reactants [CH3:1][O:2][C:3]1[CH:8]=[C:7]([O:9][CH3:10])[CH:6]=[CH:5][C:4]=1B(O)O.Br[C:15]1[CH:20]=[CH:19][C:18]([C:21]2[O:22][C:23]([CH3:33])=[C:24]([CH2:26][CH2:27][N:28]3[CH2:32][CH2:31][CH2:30][CH2:29]3)[N:25]=2)=[CH:17][CH:16]=1, predict the reaction product. The product is: [CH3:1][O:2][C:3]1[CH:8]=[C:7]([O:9][CH3:10])[CH:6]=[CH:5][C:4]=1[C:15]1[CH:20]=[CH:19][C:18]([C:21]2[O:22][C:23]([CH3:33])=[C:24]([CH2:26][CH2:27][N:28]3[CH2:29][CH2:30][CH2:31][CH2:32]3)[N:25]=2)=[CH:17][CH:16]=1. (2) Given the reactants C([CH:5]([C@H:9]([O:11][C:12]1[CH:17]=[CH:16][CH:15]=[CH:14][C:13]=1[C:18]1[CH:23]=[CH:22][C:21]([C:24]([N:26]2[CH2:31][CH2:30][CH:29]([N:32]3[C:41]4[C:36](=[N:37][CH:38]=[C:39]([Cl:42])[CH:40]=4)[CH:35]([OH:43])[C:34]([CH2:45][CH2:46][OH:47])([OH:44])[C:33]3=[O:48])[CH2:28][CH2:27]2)=[O:25])=[C:20]([F:49])[CH:19]=1)[CH3:10])[C:6]([OH:8])=[O:7])(C)(C)C.C([SiH](CC)CC)C.FC(F)(F)C(O)=O, predict the reaction product. The product is: [Cl:42][C:39]1[CH:40]=[C:41]2[C:36]([CH:35]([OH:43])[C:34]([CH2:45][CH2:46][OH:47])([OH:44])[C:33](=[O:48])[N:32]2[CH:29]2[CH2:30][CH2:31][N:26]([C:24]([C:21]3[CH:22]=[CH:23][C:18]([C:13]4[CH:14]=[CH:15][CH:16]=[CH:17][C:12]=4[O:11][C@H:9]([CH3:10])[CH2:5][C:6]([OH:8])=[O:7])=[CH:19][C:20]=3[F:49])=[O:25])[CH2:27][CH2:28]2)=[N:37][CH:38]=1. (3) Given the reactants Br[C:2]1[C:10]2[C:5](=[CH:6][C:7]([O:11][Si:12]([C:15]([CH3:18])([CH3:17])[CH3:16])([CH3:14])[CH3:13])=[CH:8][CH:9]=2)[N:4]([Si:19]([C:22]([CH3:25])([CH3:24])[CH3:23])([CH3:21])[CH3:20])[CH:3]=1.[C:26]([Li])(C)([CH3:28])[CH3:27].C(I)CC, predict the reaction product. The product is: [C:22]([Si:19]([CH3:21])([CH3:20])[N:4]1[C:5]2[C:10](=[CH:9][CH:8]=[C:7]([O:11][Si:12]([C:15]([CH3:18])([CH3:17])[CH3:16])([CH3:14])[CH3:13])[CH:6]=2)[C:2]([CH2:27][CH2:26][CH3:28])=[CH:3]1)([CH3:25])([CH3:24])[CH3:23]. (4) Given the reactants Cl[C:2]1[C:7]([CH3:8])=[CH:6][CH:5]=[C:4](Cl)[C:3]=1[NH:10][C:11]1[CH:26]=[CH:25][CH:24]=[CH:23][C:12]=1[C:13]([O:15][CH2:16][CH2:17][N:18]([CH2:21][CH3:22])[CH2:19][CH3:20])=[O:14].F[C:28](F)(F)C1C=C(NC2C(C(OCCN(CC)CC)=O)=CC=CN=2)C=CC=1.CC1C(C(F)(F)F)=CC=CC=1NC1C(C(OCCN(CC)CC)=O)=CC=CN=1, predict the reaction product. The product is: [CH3:28][C:2]1[C:7]([CH3:8])=[CH:6][CH:5]=[CH:4][C:3]=1[NH:10][C:11]1[CH:26]=[CH:25][CH:24]=[CH:23][C:12]=1[C:13]([O:15][CH2:16][CH2:17][N:18]([CH2:21][CH3:22])[CH2:19][CH3:20])=[O:14]. (5) Given the reactants C(O[C:6](=O)[NH:7][CH:8]1[CH2:13][CH2:12][CH:11]([NH2:14])[CH2:10][CH2:9]1)(C)(C)C.[NH2:16][C:17]1[C:22]([C:23]([C:25]2[C:30]([O:31][CH3:32])=[CH:29][CH:28]=[C:27]([F:33])[C:26]=2[F:34])=[O:24])=[CH:21][N:20]=C(S(CC)(=O)=O)[N:18]=1, predict the reaction product. The product is: [NH2:18][C:17]1[C:22]([C:23]([C:25]2[C:30]([O:31][CH3:32])=[CH:29][CH:28]=[C:27]([F:33])[C:26]=2[F:34])=[O:24])=[CH:21][N:20]=[C:6]([NH:7][C@H:8]2[CH2:9][CH2:10][C@H:11]([NH2:14])[CH2:12][CH2:13]2)[N:16]=1. (6) Given the reactants [C:1]([C:3]1[C:12]2[C:7](=[C:8]([NH2:13])[CH:9]=[CH:10][CH:11]=2)[CH:6]=[N:5][CH:4]=1)#[CH:2].I[C:15]1[CH:16]=[C:17]([NH:22][C:23](=[O:42])[C:24]2[CH:29]=[CH:28][C:27]([CH2:30][N:31]3[CH2:36][CH2:35][N:34]([CH3:37])[CH2:33][CH2:32]3)=[C:26]([C:38]([F:41])([F:40])[F:39])[CH:25]=2)[CH:18]=[CH:19][C:20]=1[CH3:21], predict the reaction product. The product is: [NH2:13][C:8]1[CH:9]=[CH:10][CH:11]=[C:12]2[C:7]=1[CH:6]=[N:5][CH:4]=[C:3]2[C:1]#[C:2][C:15]1[CH:16]=[C:17]([NH:22][C:23](=[O:42])[C:24]2[CH:29]=[CH:28][C:27]([CH2:30][N:31]3[CH2:32][CH2:33][N:34]([CH3:37])[CH2:35][CH2:36]3)=[C:26]([C:38]([F:39])([F:40])[F:41])[CH:25]=2)[CH:18]=[CH:19][C:20]=1[CH3:21]. (7) Given the reactants C(OC([NH:8][CH2:9][C:10]([O:12][C@H:13]1[CH2:18][CH2:17][CH2:16][CH2:15][C@@H:14]1[NH:19][C:20]1[CH:25]=[C:24]([N:26]2[C:34]3[CH2:33][C:32]([CH3:36])([CH3:35])[CH2:31][C:30](=[O:37])[C:29]=3[C:28]([C:38]([F:41])([F:40])[F:39])=[N:27]2)[CH:23]=[C:22]([F:42])[C:21]=1[C:43](=[O:45])[NH2:44])=[O:11])=O)(C)(C)C.[CH3:46][S:47]([OH:50])(=[O:49])=[O:48], predict the reaction product. The product is: [CH3:46][S:47]([OH:50])(=[O:49])=[O:48].[NH2:8][CH2:9][C:10]([O:12][C@H:13]1[CH2:18][CH2:17][CH2:16][CH2:15][C@@H:14]1[NH:19][C:20]1[CH:25]=[C:24]([N:26]2[C:34]3[CH2:33][C:32]([CH3:35])([CH3:36])[CH2:31][C:30](=[O:37])[C:29]=3[C:28]([C:38]([F:41])([F:40])[F:39])=[N:27]2)[CH:23]=[C:22]([F:42])[C:21]=1[C:43](=[O:45])[NH2:44])=[O:11].